From a dataset of Full USPTO retrosynthesis dataset with 1.9M reactions from patents (1976-2016). Predict the reactants needed to synthesize the given product. (1) Given the product [CH:1]1([C:4]2[CH:14]=[N:13][C:7]3[NH:8][CH2:9][C:10](=[O:12])[NH:11][C:6]=3[CH:5]=2)[CH2:3][CH2:2]1, predict the reactants needed to synthesize it. The reactants are: [CH:1]1([C:4]2[CH:14]=[N:13][C:7]3[N:8]=[CH:9][C:10](=[O:12])[NH:11][C:6]=3[CH:5]=2)[CH2:3][CH2:2]1.[BH4-].[Na+]. (2) Given the product [CH:1]1([CH:6]([OH:10])[C:7]([NH:40][C@H:17]([C:23]([NH:40][CH:17]2[C:18](=[O:39])[N:19]([CH2:34][C:35]([CH3:38])([CH3:37])[CH3:36])[C:20]3[CH:33]=[CH:32][CH:31]=[CH:30][C:21]=3[N:22]([CH2:25][C:26]([CH3:28])([CH3:27])[CH3:29])[C:23]2=[O:24])=[O:24])[CH3:18])=[O:9])[CH2:2][CH2:3][CH2:4][CH2:5]1, predict the reactants needed to synthesize it. The reactants are: [CH:1]1([CH:6]([OH:10])[C:7]([OH:9])=O)[CH2:5][CH2:4][CH2:3][CH2:2]1.Cl.N[C@H](C([C:17]1([NH2:40])[C:23](=[O:24])[N:22]([CH2:25][C:26]([CH3:29])([CH3:28])[CH3:27])[C:21]2[CH:30]=[CH:31][CH:32]=[CH:33][C:20]=2[N:19]([CH2:34][C:35]([CH3:38])([CH3:37])[CH3:36])[C:18]1=[O:39])=O)C. (3) Given the product [CH3:17][CH:18]1[C:19](=[O:24])[C:20]([N:14]2[CH2:13][CH2:12][C:11](=[CH:10][C:9]#[C:8][C:4]3[CH:5]=[CH:6][CH:7]=[C:2]([CH3:1])[N:3]=3)[CH2:16][CH2:15]2)=[CH:21][CH2:22]1, predict the reactants needed to synthesize it. The reactants are: [CH3:1][C:2]1[CH:7]=[CH:6][CH:5]=[C:4]([C:8]#[C:9][CH:10]=[C:11]2[CH2:16][CH2:15][NH:14][CH2:13][CH2:12]2)[N:3]=1.[CH3:17][CH:18]1[CH2:22][CH2:21][C:20](=O)[C:19]1=[O:24].C(O)(=O)C. (4) Given the product [Cl:1][C:2]1[CH:7]=[CH:6][CH:5]=[CH:4][C:3]=1[C@H:8]([O:10][C:11]1[CH:15]=[C:14]([N:16]2[C:20]3[CH:21]=[CH:22][C:23]([C:25]4[CH:30]=[CH:29][N:28]=[C:27]([NH:38][CH2:37][CH2:35][OH:36])[CH:26]=4)=[CH:24][C:19]=3[N:18]=[CH:17]2)[S:13][C:12]=1[C:32]([NH2:34])=[O:33])[CH3:9], predict the reactants needed to synthesize it. The reactants are: [Cl:1][C:2]1[CH:7]=[CH:6][CH:5]=[CH:4][C:3]=1[C@H:8]([O:10][C:11]1[CH:15]=[C:14]([N:16]2[C:20]3[CH:21]=[CH:22][C:23]([C:25]4[CH:30]=[CH:29][N:28]=[C:27](F)[CH:26]=4)=[CH:24][C:19]=3[N:18]=[CH:17]2)[S:13][C:12]=1[C:32]([NH2:34])=[O:33])[CH3:9].[CH2:35]([CH2:37][NH2:38])[OH:36]. (5) Given the product [Cl:1][CH2:2][C:3]([C:5]1[CH:9]=[C:8]([C:10](=[O:20])[C:11]2[CH:16]=[CH:15][C:14]([S:17]([CH3:19])(=[O:22])=[O:18])=[CH:13][CH:12]=2)[N:7]([CH3:21])[CH:6]=1)=[O:4], predict the reactants needed to synthesize it. The reactants are: [Cl:1][CH2:2][C:3]([C:5]1[CH:9]=[C:8]([C:10](=[O:20])[C:11]2[CH:16]=[CH:15][C:14]([S:17]([CH3:19])=[O:18])=[CH:13][CH:12]=2)[N:7]([CH3:21])[CH:6]=1)=[O:4].[OH:22]O. (6) Given the product [ClH:1].[NH2:31][C:28]1[S:29][CH:30]=[C:26]([C:23]2[CH:24]=[CH:25][C:20]([C:3]3[CH:4]=[C:5]4[C:10](=[CH:11][C:2]=3[Cl:1])[NH:9][C:8](=[O:12])[C:7]([C:13]3[CH:18]=[CH:17][CH:16]=[CH:15][CH:14]=3)=[C:6]4[OH:19])=[CH:21][CH:22]=2)[N:27]=1, predict the reactants needed to synthesize it. The reactants are: [Cl:1][C:2]1[CH:11]=[C:10]2[C:5]([C:6]([OH:19])=[C:7]([C:13]3[CH:18]=[CH:17][CH:16]=[CH:15][CH:14]=3)[C:8](=[O:12])[NH:9]2)=[CH:4][C:3]=1[C:20]1[CH:25]=[CH:24][C:23]([C:26]2[N:27]=[C:28]([NH:31]C(=O)C)[S:29][CH:30]=2)=[CH:22][CH:21]=1.Cl. (7) Given the product [CH3:1][C:2]1([CH3:23])[C:11]2[C:6](=[CH:7][CH:8]=[C:9]([C:12]([F:13])([F:15])[F:14])[CH:10]=2)[NH:5][CH:4]([C:16]2[CH:22]=[CH:21][CH:20]=[CH:19][C:17]=2[NH:18][S:37]([C:32]2[CH:33]=[CH:34][CH:35]=[CH:36][C:31]=2[F:30])(=[O:39])=[O:38])[CH2:3]1, predict the reactants needed to synthesize it. The reactants are: [CH3:1][C:2]1([CH3:23])[C:11]2[C:6](=[CH:7][CH:8]=[C:9]([C:12]([F:15])([F:14])[F:13])[CH:10]=2)[NH:5][CH:4]([C:16]2[CH:22]=[CH:21][CH:20]=[CH:19][C:17]=2[NH2:18])[CH2:3]1.N1C=CC=CC=1.[F:30][C:31]1[CH:36]=[CH:35][CH:34]=[CH:33][C:32]=1[S:37](Cl)(=[O:39])=[O:38]. (8) Given the product [CH2:4]([O:12][C:13]1[CH:20]=[CH:19][C:16]([CH:17]=[O:18])=[CH:15][CH:14]=1)[C:5]1[CH:10]=[CH:9][CH:8]=[CH:7][CH:6]=1, predict the reactants needed to synthesize it. The reactants are: C(#N)C.[CH2:4](Br)[C:5]1[CH:10]=[CH:9][CH:8]=[CH:7][CH:6]=1.[OH:12][C:13]1[CH:20]=[CH:19][C:16]([CH:17]=[O:18])=[CH:15][CH:14]=1.C(=O)([O-])[O-].[K+].[K+].